Predict which catalyst facilitates the given reaction. From a dataset of Catalyst prediction with 721,799 reactions and 888 catalyst types from USPTO. (1) Reactant: [Br:1][C:2]1[CH:3]=[C:4]([SH:9])[CH:5]=[CH:6][C:7]=1[F:8].[H-].[Na+].[F:12][C:13]([F:16])([F:15])I.O. Product: [Br:1][C:2]1[CH:3]=[C:4]([S:9][C:13]([F:16])([F:15])[F:12])[CH:5]=[CH:6][C:7]=1[F:8]. The catalyst class is: 9. (2) Reactant: [I:1][C:2]1[CH:7]=[CH:6][C:5]([C:8]2[NH:9]C=[C:11](C(O)=O)[N:12]=2)=[CH:4][CH:3]=1.[H-].[Na+].I[CH3:19].O.C[CH2:22][O:23][C:24]([CH3:26])=[O:25]. Product: [I:1][C:2]1[CH:3]=[CH:4][C:5]([C:8]2[N:12]([CH3:11])[CH:19]=[C:26]([C:24]([O:23][CH3:22])=[O:25])[N:9]=2)=[CH:6][CH:7]=1. The catalyst class is: 3. (3) Reactant: [C:1]([O:5][C:6]([N:8]1[CH2:13][CH2:12][C:11]2[NH:14][CH:15]=[N:16][C:10]=2[CH2:9]1)=[O:7])([CH3:4])([CH3:3])[CH3:2].C1C(=O)N([I:24])C(=O)C1. Product: [C:1]([O:5][C:6]([N:8]1[CH2:13][CH2:12][C:11]2[NH:14][C:15]([I:24])=[N:16][C:10]=2[CH2:9]1)=[O:7])([CH3:4])([CH3:2])[CH3:3]. The catalyst class is: 49. (4) Reactant: Cl[C:2]1[N:7]=[C:6]([N:8]2[CH2:13][CH2:12][N:11]([C:14]([O:16][C:17]([CH3:20])([CH3:19])[CH3:18])=[O:15])[CH2:10][CH2:9]2)[CH:5]=[CH:4][N:3]=1.[F:21][C:22]1[C:27]([F:28])=[CH:26][CH:25]=[CH:24][C:23]=1OB(O)O.C(=O)([O-])[O-].[Na+].[Na+].C1(C)C=CC=CC=1. Product: [F:21][C:22]1[C:27]([F:28])=[CH:26][CH:25]=[CH:24][C:23]=1[C:2]1[N:7]=[C:6]([N:8]2[CH2:13][CH2:12][N:11]([C:14]([O:16][C:17]([CH3:20])([CH3:19])[CH3:18])=[O:15])[CH2:10][CH2:9]2)[CH:5]=[CH:4][N:3]=1. The catalyst class is: 6. (5) Reactant: [CH2:1]([O:3][C:4]([C:6]1[C:7]([OH:22])=[C:8]2[C:14]([C:15]3[CH:20]=[CH:19][C:18]([F:21])=[CH:17][CH:16]=3)=[N:13][S:12][C:9]2=[CH:10][N:11]=1)=[O:5])[CH3:2].CC1C=C(C)N=C(C)C=1.CC1C([IH+:39])=C(C)N=C(C)C=1.F[P-](F)(F)(F)(F)F. Product: [CH2:1]([O:3][C:4]([C:6]1[C:7]([OH:22])=[C:8]2[C:14]([C:15]3[CH:20]=[CH:19][C:18]([F:21])=[CH:17][CH:16]=3)=[N:13][S:12][C:9]2=[C:10]([I:39])[N:11]=1)=[O:5])[CH3:2]. The catalyst class is: 2. (6) Reactant: C([O-])(=O)C.[O:5]=[C:6]1[C@@H:9]([NH3+:10])[CH2:8][NH:7]1.CCN(CC)CC.[CH3:18][C:19]1([C:25](Cl)=[O:26])[CH2:24][CH2:23][CH2:22][CH2:21][CH2:20]1. Product: [CH3:18][C:19]1([C:25]([NH:10][C@H:9]2[CH2:8][NH:7][C:6]2=[O:5])=[O:26])[CH2:24][CH2:23][CH2:22][CH2:21][CH2:20]1. The catalyst class is: 2. (7) Reactant: F[C:2]1[CH:7]=[CH:6][C:5]([CH3:8])=[CH:4][C:3]=1[N+:9]([O-:11])=[O:10].[C:12]1([NH2:19])[CH:17]=[CH:16][CH:15]=[C:14]([NH2:18])[CH:13]=1. Product: [CH3:8][C:5]1[CH:6]=[CH:7][C:2]([NH:18][C:14]2[CH:15]=[CH:16][CH:17]=[C:12]([NH2:19])[CH:13]=2)=[C:3]([N+:9]([O-:11])=[O:10])[CH:4]=1. The catalyst class is: 2. (8) Reactant: Br[C:2]1[N:6]([CH:7]([CH3:9])[CH3:8])[C:5]2[CH:10]([C:25]3[CH:30]=[CH:29][C:28]([Cl:31])=[CH:27][CH:26]=3)[N:11]([C:14]3[CH:15]=[C:16]([CH3:24])[C:17]4[N:21]=[N:20][N:19]([CH3:22])[C:18]=4[CH:23]=3)[C:12](=[O:13])[C:4]=2[N:3]=1.[CH3:32][O:33][C:34]1[C:39](B(O)O)=[CH:38][CH:37]=[CH:36][N:35]=1.C([O-])(O)=O.[Na+]. Product: [Cl:31][C:28]1[CH:29]=[CH:30][C:25]([CH:10]2[C:5]3[N:6]([CH:7]([CH3:9])[CH3:8])[C:2]([C:39]4[C:34]([O:33][CH3:32])=[N:35][CH:36]=[CH:37][CH:38]=4)=[N:3][C:4]=3[C:12](=[O:13])[N:11]2[C:14]2[CH:15]=[C:16]([CH3:24])[C:17]3[N:21]=[N:20][N:19]([CH3:22])[C:18]=3[CH:23]=2)=[CH:26][CH:27]=1. The catalyst class is: 25. (9) Reactant: Cl[C:2]1[CH:7]=[C:6]([Cl:8])[N:5]=[CH:4][N:3]=1.[SH:9][C:10]1[CH:19]=[C:18]([CH3:20])[C:13]2[NH:14][C:15](=[O:17])[O:16][C:12]=2[CH:11]=1.CCN(C(C)C)C(C)C. Product: [Cl:8][C:6]1[N:5]=[CH:4][N:3]=[C:2]([S:9][C:10]2[CH:19]=[C:18]([CH3:20])[C:13]3[NH:14][C:15](=[O:17])[O:16][C:12]=3[CH:11]=2)[CH:7]=1. The catalyst class is: 2. (10) Reactant: [O:1]([CH2:9][C@H:10]1[C@H:18]2[N:13]([C:14]3[CH:22]=[CH:21][C:20]([N:23]4[CH2:28][CH2:27][C@@H:26]([O:29][CH3:30])[CH2:25][C:24]4=[O:31])=[CH:19][C:15]=3[O:16][CH2:17]2)[C:12](=[O:32])[O:11]1)[Si](C(C)(C)C)(C)C.CCCC[N+](CCCC)(CCCC)CCCC.[F-]. Product: [OH:1][CH2:9][C@H:10]1[C@H:18]2[N:13]([C:14]3[CH:22]=[CH:21][C:20]([N:23]4[CH2:28][CH2:27][C@@H:26]([O:29][CH3:30])[CH2:25][C:24]4=[O:31])=[CH:19][C:15]=3[O:16][CH2:17]2)[C:12](=[O:32])[O:11]1. The catalyst class is: 2.